From a dataset of Full USPTO retrosynthesis dataset with 1.9M reactions from patents (1976-2016). Predict the reactants needed to synthesize the given product. Given the product [Br:14][C:15]1[C:26]2[C:18](=[CH:19][C:20]([C:29]3[CH:34]=[CH:33][CH:32]=[CH:31][C:30]=3[Cl:35])=[C:21]3[C:25]=2[C:24](=[O:27])[NH:23][C:22]3=[O:28])[N:17]([CH2:36][CH2:37][C:38]([OH:3])=[O:39])[CH:16]=1, predict the reactants needed to synthesize it. The reactants are: CC(C)=[O:3].OS(O)(=O)=O.O=[Cr](=O)=O.[Br:14][C:15]1[C:26]2[C:18](=[CH:19][C:20]([C:29]3[CH:34]=[CH:33][CH:32]=[CH:31][C:30]=3[Cl:35])=[C:21]3[C:25]=2[C:24](=[O:27])[NH:23][C:22]3=[O:28])[N:17]([CH2:36][CH2:37][CH2:38][OH:39])[CH:16]=1.